Predict the reactants needed to synthesize the given product. From a dataset of Full USPTO retrosynthesis dataset with 1.9M reactions from patents (1976-2016). (1) Given the product [F:32][C:33]1[CH:40]=[CH:39][C:36]([CH2:37][NH:38][C:4](=[O:6])[C:3]2[CH:7]=[CH:8][CH:9]=[N:10][C:2]=2[NH2:1])=[CH:35][C:34]=1[O:41][C:42]1[CH:43]=[CH:44][CH:45]=[CH:46][CH:47]=1, predict the reactants needed to synthesize it. The reactants are: [NH2:1][C:2]1[N:10]=[CH:9][CH:8]=[CH:7][C:3]=1[C:4]([OH:6])=O.ON1C2C=CC=CC=2N=N1.CCN=C=NCCCN(C)C.[F:32][C:33]1[CH:40]=[CH:39][C:36]([CH2:37][NH2:38])=[CH:35][C:34]=1[O:41][C:42]1[CH:47]=[CH:46][CH:45]=[CH:44][CH:43]=1. (2) Given the product [CH2:1]([O:8][C:9]1[CH:19]=[CH:18][C:12]2[CH2:13][CH2:14][N:15]([CH:20]3[CH2:24][CH2:23][CH2:22][CH2:21]3)[CH2:16][CH2:17][C:11]=2[CH:10]=1)[C:2]1[CH:3]=[CH:4][CH:5]=[CH:6][CH:7]=1, predict the reactants needed to synthesize it. The reactants are: [CH2:1]([O:8][C:9]1[CH:19]=[CH:18][C:12]2[CH2:13][CH2:14][NH:15][CH2:16][CH2:17][C:11]=2[CH:10]=1)[C:2]1[CH:7]=[CH:6][CH:5]=[CH:4][CH:3]=1.[C:20]1(=O)[CH2:24][CH2:23][CH2:22][CH2:21]1. (3) The reactants are: [F:1][C:2]1[CH:3]=[C:4]([C@H:10]2[N:18]3[C@@H:13]([CH:14]=[CH:15][CH2:16][C:17]3=[O:19])[CH2:12][CH2:11]2)[CH:5]=[C:6]([F:9])[C:7]=1[F:8].[H][H]. Given the product [F:9][C:6]1[CH:5]=[C:4]([C@H:10]2[N:18]3[C@H:13]([CH2:14][CH2:15][CH2:16][C:17]3=[O:19])[CH2:12][CH2:11]2)[CH:3]=[C:2]([F:1])[C:7]=1[F:8], predict the reactants needed to synthesize it. (4) Given the product [C:20]([C:19]1[CH:22]=[CH:23][C:24]([CH3:25])=[C:17]([NH:16][C:9](=[O:10])[O:11][C:12]([CH3:13])([CH3:14])[CH3:15])[CH:18]=1)#[N:21], predict the reactants needed to synthesize it. The reactants are: [CH3:13][C:12]([O:11][C:9](O[C:9]([O:11][C:12]([CH3:15])([CH3:14])[CH3:13])=[O:10])=[O:10])([CH3:15])[CH3:14].[NH2:16][C:17]1[CH:18]=[C:19]([CH:22]=[CH:23][C:24]=1[CH3:25])[C:20]#[N:21]. (5) Given the product [Cl:1][C:2]1[C:3]([F:42])=[C:4]([CH:39]=[CH:40][CH:41]=1)[NH:5][C:6]1[C:15]2[C:10](=[CH:11][C:12]([O:37][CH3:38])=[C:13]([O:16][C@H:17]3[CH2:21][N:20]([CH3:22])[CH:19]([C:29]([N:31]4[CH2:36][CH2:35][O:34][CH2:33][CH2:32]4)=[O:30])[CH2:18]3)[CH:14]=2)[N:9]=[CH:8][N:7]=1, predict the reactants needed to synthesize it. The reactants are: [Cl:1][C:2]1[C:3]([F:42])=[C:4]([CH:39]=[CH:40][CH:41]=1)[NH:5][C:6]1[C:15]2[C:10](=[CH:11][C:12]([O:37][CH3:38])=[C:13]([O:16][C@H:17]3[CH2:21][N:20]([C:22](OC(C)(C)C)=O)[C@H:19]([C:29]([N:31]4[CH2:36][CH2:35][O:34][CH2:33][CH2:32]4)=[O:30])[CH2:18]3)[CH:14]=2)[N:9]=[CH:8][N:7]=1.C=O. (6) Given the product [CH3:1][N:2]1[C:3]2[CH:8]=[CH:7][CH:6]=[CH:5][C:4]=2[S:10](=[O:12])(=[O:11])[NH:13][C:14]1=[O:15], predict the reactants needed to synthesize it. The reactants are: [CH3:1][NH:2][C:3]1[CH:8]=[CH:7][CH:6]=[CH:5][CH:4]=1.Cl[S:10]([N:13]=[C:14]=[O:15])(=[O:12])=[O:11].[Cl-].[Al+3].[Cl-].[Cl-].